Dataset: Peptide-MHC class I binding affinity with 185,985 pairs from IEDB/IMGT. Task: Regression. Given a peptide amino acid sequence and an MHC pseudo amino acid sequence, predict their binding affinity value. This is MHC class I binding data. (1) The peptide sequence is RPRGHREFC. The MHC is HLA-B07:02 with pseudo-sequence HLA-B07:02. The binding affinity (normalized) is 0.576. (2) The peptide sequence is AVMDPFIYA. The MHC is HLA-A02:01 with pseudo-sequence HLA-A02:01. The binding affinity (normalized) is 0.387. (3) The peptide sequence is LFHAFFGAL. The MHC is HLA-A24:02 with pseudo-sequence HLA-A24:02. The binding affinity (normalized) is 0.0414. (4) The peptide sequence is AFASLQDML. The binding affinity (normalized) is 0.0847. The MHC is HLA-B07:02 with pseudo-sequence HLA-B07:02.